This data is from Forward reaction prediction with 1.9M reactions from USPTO patents (1976-2016). The task is: Predict the product of the given reaction. (1) Given the reactants C[O:2][C:3]1[CH:11]=[CH:10][C:6]([C:7]([OH:9])=[O:8])=[C:5]([CH3:12])[CH:4]=1.C(Cl)Cl.B(Br)(Br)Br, predict the reaction product. The product is: [OH:2][C:3]1[CH:11]=[CH:10][C:6]([C:7]([OH:9])=[O:8])=[C:5]([CH3:12])[CH:4]=1. (2) Given the reactants [CH2:1]([C:3]1[NH:4][C:5]2[C:10]([C:11]=1[CH2:12][C:13]1[CH:18]=[CH:17][C:16]([N+:19]([O-:21])=[O:20])=[CH:15][CH:14]=1)=[CH:9][CH:8]=[CH:7][CH:6]=2)[CH3:2].C(=O)([O-])[O-].[Cs+].[Cs+].Br[CH2:29][C:30]([O:32][CH2:33][CH3:34])=[O:31], predict the reaction product. The product is: [CH2:1]([C:3]1[N:4]([CH2:29][C:30]([O:32][CH2:33][CH3:34])=[O:31])[C:5]2[C:10]([C:11]=1[CH2:12][C:13]1[CH:18]=[CH:17][C:16]([N+:19]([O-:21])=[O:20])=[CH:15][CH:14]=1)=[CH:9][CH:8]=[CH:7][CH:6]=2)[CH3:2]. (3) Given the reactants [NH2:1][C:2]1[O:6][N:5]=[C:4]([C:7]([CH3:10])([CH3:9])[CH3:8])[CH:3]=1.[CH3:11][C:12]([O:15][C:16](O[C:16]([O:15][C:12]([CH3:14])([CH3:13])[CH3:11])=[O:17])=[O:17])([CH3:14])[CH3:13].[OH2:26], predict the reaction product. The product is: [CH3:8][C:7]([C:4]1[CH:3]=[C:2]([N:1]([C:16]([O:15][C:12]([CH3:14])([CH3:13])[CH3:11])=[O:17])[C:16]([O:15][C:12]([CH3:14])([CH3:13])[CH3:11])=[O:26])[O:6][N:5]=1)([CH3:10])[CH3:9]. (4) The product is: [NH:1]1[C:9]2[C:4](=[CH:5][C:6]([N:10]3[C:15]4([CH2:20][CH2:19][CH2:18][CH2:17][CH2:16]4)[CH2:14][NH:13][CH2:12][CH2:11]3)=[CH:7][CH:8]=2)[CH:3]=[N:2]1. Given the reactants [NH:1]1[C:9]2[C:4](=[CH:5][C:6]([N:10]3[C:15]4([CH2:20][CH2:19][CH2:18][CH2:17][CH2:16]4)[CH2:14][NH:13][CH2:12][C:11]3=O)=[CH:7][CH:8]=2)[CH:3]=[N:2]1.[H-].[H-].[H-].[H-].[Li+].[Al+3], predict the reaction product. (5) Given the reactants [C:1]([O:5][C:6]([N:8]1[CH2:12][CH2:11][CH2:10][C@@H:9]1[C:13](=[O:24])[NH:14][C:15]1[CH:16]([O:21][CH2:22][CH3:23])[O:17][C:18](=[O:20])[CH:19]=1)=[O:7])([CH3:4])([CH3:3])[CH3:2].N#N.[H][H].ClCCl, predict the reaction product. The product is: [C:1]([O:5][C:6]([N:8]1[CH2:12][CH2:11][CH2:10][C@@H:9]1[C:13](=[O:24])[NH:14][CH:15]1[CH2:19][C:18](=[O:20])[O:17][CH:16]1[O:21][CH2:22][CH3:23])=[O:7])([CH3:4])([CH3:3])[CH3:2]. (6) The product is: [CH3:16][O:11][C:9]1[CH:8]=[CH:7][C:6]2[O:1][CH2:2][CH2:3][O:4][C:5]=2[CH:10]=1. Given the reactants [O:1]1[C:6]2[CH:7]=[CH:8][C:9]([OH:11])=[CH:10][C:5]=2[O:4][CH2:3][CH2:2]1.S(OC)(O[CH3:16])(=O)=O.C(=O)([O-])[O-].[K+].[K+], predict the reaction product. (7) Given the reactants [C:1]1([CH2:13][C:14]2[C:15](=[O:29])[NH:16][C:17](=[O:28])[C:18]=2[C:19]2[C:27]3[C:22](=[CH:23][CH:24]=[CH:25][CH:26]=3)[NH:21][CH:20]=2)[C:11]2=[C:12]3[C:7](=[CH:8][CH:9]=[CH:10]2)[CH2:6][CH2:5][CH2:4][N:3]3[CH:2]=1.[Mg], predict the reaction product. The product is: [C:1]1([CH2:13][C@H:14]2[C@H:18]([C:19]3[C:27]4[C:22](=[CH:23][CH:24]=[CH:25][CH:26]=4)[NH:21][CH:20]=3)[C:17](=[O:28])[NH:16][C:15]2=[O:29])[C:11]2=[C:12]3[C:7](=[CH:8][CH:9]=[CH:10]2)[CH2:6][CH2:5][CH2:4][N:3]3[CH:2]=1.